Dataset: Peptide-MHC class II binding affinity with 134,281 pairs from IEDB. Task: Regression. Given a peptide amino acid sequence and an MHC pseudo amino acid sequence, predict their binding affinity value. This is MHC class II binding data. (1) The peptide sequence is DEARRMWASAQNISG. The MHC is DRB1_1501 with pseudo-sequence DRB1_1501. The binding affinity (normalized) is 0.359. (2) The peptide sequence is EAAVKPLLAPHHVVA. The MHC is DRB1_0101 with pseudo-sequence DRB1_0101. The binding affinity (normalized) is 0.576.